From a dataset of NCI-60 drug combinations with 297,098 pairs across 59 cell lines. Regression. Given two drug SMILES strings and cell line genomic features, predict the synergy score measuring deviation from expected non-interaction effect. (1) Drug 1: CCC(=C(C1=CC=CC=C1)C2=CC=C(C=C2)OCCN(C)C)C3=CC=CC=C3.C(C(=O)O)C(CC(=O)O)(C(=O)O)O. Drug 2: CC12CCC3C(C1CCC2O)C(CC4=C3C=CC(=C4)O)CCCCCCCCCS(=O)CCCC(C(F)(F)F)(F)F. Cell line: TK-10. Synergy scores: CSS=1.18, Synergy_ZIP=4.07, Synergy_Bliss=0.659, Synergy_Loewe=-2.72, Synergy_HSA=-1.64. (2) Drug 1: COC1=CC(=CC(=C1O)OC)C2C3C(COC3=O)C(C4=CC5=C(C=C24)OCO5)OC6C(C(C7C(O6)COC(O7)C8=CC=CS8)O)O. Drug 2: CC1=C2C(C(=O)C3(C(CC4C(C3C(C(C2(C)C)(CC1OC(=O)C(C(C5=CC=CC=C5)NC(=O)C6=CC=CC=C6)O)O)OC(=O)C7=CC=CC=C7)(CO4)OC(=O)C)O)C)OC(=O)C. Cell line: OVCAR-8. Synergy scores: CSS=58.0, Synergy_ZIP=-1.70, Synergy_Bliss=-2.31, Synergy_Loewe=-1.56, Synergy_HSA=-0.770.